This data is from Reaction yield outcomes from USPTO patents with 853,638 reactions. The task is: Predict the reaction yield, written as a fraction of the theoretical maximum amount of product (1.0 means a 100% yield; for example, 0.34 means a 34% yield). The yield is 0.980. The catalyst is CO.C(Cl)Cl. The product is [F:1][C:2]([S:35]([C:38]1[CH:43]=[CH:42][CH:41]=[CH:40][CH:39]=1)(=[O:37])=[O:36])([S:26]([C:29]1[CH:34]=[CH:33][CH:32]=[CH:31][CH:30]=1)(=[O:28])=[O:27])[CH:3]([C:16]1[CH:21]=[CH:20][C:19]([CH2:22][CH:23]([CH3:25])[CH3:24])=[CH:18][CH:17]=1)[CH2:4][OH:44]. The reactants are [F:1][C:2]([S:35]([C:38]1[CH:43]=[CH:42][CH:41]=[CH:40][CH:39]=1)(=[O:37])=[O:36])([S:26]([C:29]1[CH:34]=[CH:33][CH:32]=[CH:31][CH:30]=1)(=[O:28])=[O:27])[CH:3]([C:16]1[CH:21]=[CH:20][C:19]([CH2:22][CH:23]([CH3:25])[CH3:24])=[CH:18][CH:17]=1)/[CH:4]=C/C1C=CC(CC(C)C)=CC=1.[O:44]=[O+][O-].O=O.[BH4-].[Na+].[Cl-].[NH4+].